From a dataset of Experimentally validated miRNA-target interactions with 360,000+ pairs, plus equal number of negative samples. Binary Classification. Given a miRNA mature sequence and a target amino acid sequence, predict their likelihood of interaction. The miRNA is hsa-miR-576-3p with sequence AAGAUGUGGAAAAAUUGGAAUC. The protein sequence of the target gene is MDSISTAILLLLLALVCLLLTLSSRDKGKLPPGPRPLSILGNLLLLCSQDMLTSLTKLSKEYGSMYTVHLGPRRVVVLSGYQAVKEALVDQGEEFSGRGDYPAFFNFTKGNGIAFSSGDRWKVLRQFSIQILRNFGMGKRSIEERILEEGSFLLAELRKTEGEPFDPTFVLSRSVSNIICSVLFGSRFDYDDERLLTIIRLINDNFQIMSSPWGELYDIFPSLLDWVPGPHQRIFQNFKCLRDLIAHSVHDHQASLDPRSPRDFIQCFLTKMAEEKEDPLSHFHMDTLLMTTHNLLFGGT.... Result: 0 (no interaction).